This data is from NCI-60 drug combinations with 297,098 pairs across 59 cell lines. The task is: Regression. Given two drug SMILES strings and cell line genomic features, predict the synergy score measuring deviation from expected non-interaction effect. (1) Drug 1: CC=C1C(=O)NC(C(=O)OC2CC(=O)NC(C(=O)NC(CSSCCC=C2)C(=O)N1)C(C)C)C(C)C. Drug 2: CC1C(C(CC(O1)OC2CC(CC3=C2C(=C4C(=C3O)C(=O)C5=CC=CC=C5C4=O)O)(C(=O)C)O)N)O. Cell line: SF-295. Synergy scores: CSS=67.4, Synergy_ZIP=0.439, Synergy_Bliss=-1.10, Synergy_Loewe=0.457, Synergy_HSA=1.82. (2) Drug 2: CC(C)CN1C=NC2=C1C3=CC=CC=C3N=C2N. Drug 1: CC(C1=C(C=CC(=C1Cl)F)Cl)OC2=C(N=CC(=C2)C3=CN(N=C3)C4CCNCC4)N. Cell line: TK-10. Synergy scores: CSS=-4.58, Synergy_ZIP=0.366, Synergy_Bliss=-4.93, Synergy_Loewe=-7.52, Synergy_HSA=-6.79. (3) Drug 1: C1C(C(OC1N2C=C(C(=O)NC2=O)F)CO)O. Drug 2: CC(C)CN1C=NC2=C1C3=CC=CC=C3N=C2N. Cell line: SF-539. Synergy scores: CSS=42.9, Synergy_ZIP=-2.44, Synergy_Bliss=-5.69, Synergy_Loewe=-21.3, Synergy_HSA=-5.19. (4) Drug 1: CCC1(CC2CC(C3=C(CCN(C2)C1)C4=CC=CC=C4N3)(C5=C(C=C6C(=C5)C78CCN9C7C(C=CC9)(C(C(C8N6C)(C(=O)OC)O)OC(=O)C)CC)OC)C(=O)OC)O.OS(=O)(=O)O. Drug 2: CC1=C(C(=O)C2=C(C1=O)N3CC4C(C3(C2COC(=O)N)OC)N4)N. Cell line: OVCAR-8. Synergy scores: CSS=29.5, Synergy_ZIP=-1.29, Synergy_Bliss=2.58, Synergy_Loewe=1.47, Synergy_HSA=3.73. (5) Drug 1: C1CCN(CC1)CCOC2=CC=C(C=C2)C(=O)C3=C(SC4=C3C=CC(=C4)O)C5=CC=C(C=C5)O. Drug 2: COC1=C2C(=CC3=C1OC=C3)C=CC(=O)O2. Cell line: HOP-92. Synergy scores: CSS=-1.08, Synergy_ZIP=0.251, Synergy_Bliss=-0.343, Synergy_Loewe=-3.12, Synergy_HSA=-3.89.